From a dataset of Forward reaction prediction with 1.9M reactions from USPTO patents (1976-2016). Predict the product of the given reaction. (1) Given the reactants ClC(Cl)(Cl)C(=N)O[CH:5]([C:7]1[C:15]2[C:11](=[CH:12][N:13]([CH2:16][O:17][CH2:18][CH2:19][Si:20]([CH3:23])([CH3:22])[CH3:21])[N:14]=2)[CH:10]=[C:9]([Cl:24])[CH:8]=1)[CH3:6].[F:28][C:29]1[CH:34]=[CH:33][C:32]([C:35]2([CH2:48][OH:49])[CH2:40][CH2:39][N:38]([C:41]([O:43][C:44]([CH3:47])([CH3:46])[CH3:45])=[O:42])[CH2:37][CH2:36]2)=[CH:31][CH:30]=1, predict the reaction product. The product is: [Cl:24][C:9]1[CH:8]=[C:7]([CH:5]([O:49][CH2:48][C:35]2([C:32]3[CH:31]=[CH:30][C:29]([F:28])=[CH:34][CH:33]=3)[CH2:36][CH2:37][N:38]([C:41]([O:43][C:44]([CH3:45])([CH3:46])[CH3:47])=[O:42])[CH2:39][CH2:40]2)[CH3:6])[C:15]2[C:11](=[CH:12][N:13]([CH2:16][O:17][CH2:18][CH2:19][Si:20]([CH3:22])([CH3:21])[CH3:23])[N:14]=2)[CH:10]=1. (2) The product is: [CH3:1][O:2][C:3]1[CH:8]=[CH:7][C:6]([N:9]2[C:10]3[CH:15]=[CH:14][CH:13]=[CH:12][C:11]=3[N:16]=[C:17]2[C:18]2[CH:23]=[CH:22][CH:21]=[CH:20][C:19]=2[CH3:24])=[C:5]([CH3:26])[CH:4]=1. Given the reactants [CH3:1][O:2][C:3]1[CH:8]=[CH:7][C:6]([NH:9][C:10]2[CH:15]=[CH:14][CH:13]=[CH:12][C:11]=2[NH:16][C:17](=O)[C:18]2[CH:23]=[CH:22][CH:21]=[CH:20][C:19]=2[CH3:24])=[C:5]([CH3:26])[CH:4]=1.Cl.O1CCOCC1.C(=O)(O)[O-].[Na+], predict the reaction product.